This data is from CYP3A4 inhibition data for predicting drug metabolism from PubChem BioAssay. The task is: Regression/Classification. Given a drug SMILES string, predict its absorption, distribution, metabolism, or excretion properties. Task type varies by dataset: regression for continuous measurements (e.g., permeability, clearance, half-life) or binary classification for categorical outcomes (e.g., BBB penetration, CYP inhibition). Dataset: cyp3a4_veith. (1) The drug is Cc1cccc(NS(=O)(=O)c2c(C)n[nH]c2C)c1. The result is 1 (inhibitor). (2) The molecule is Cc1cc(C2(c3cc(C)c(O)c(C(=O)O)c3)OS(=O)(=O)c3ccccc32)cc(C(=O)O)c1O. The result is 0 (non-inhibitor). (3) The drug is O=C(Nc1nc2ccccc2s1)C1COc2ccccc2O1. The result is 0 (non-inhibitor).